This data is from Reaction yield outcomes from USPTO patents with 853,638 reactions. The task is: Predict the reaction yield, written as a fraction of the theoretical maximum amount of product (1.0 means a 100% yield; for example, 0.34 means a 34% yield). The yield is 0.890. The catalyst is C(O)C.O.[Zn].[NH4+].[OH-]. The reactants are [NH:1]1[C:9]2[C:4](=[CH:5][CH:6]=[CH:7][C:8]=2[CH:10]=O)[CH:3]=[CH:2]1.Cl.[NH2:13]O.C([O-])(=O)C.[NH4+]. The product is [NH:1]1[C:9]2[C:4](=[CH:5][CH:6]=[CH:7][C:8]=2[CH2:10][NH2:13])[CH:3]=[CH:2]1.